Predict which catalyst facilitates the given reaction. From a dataset of Catalyst prediction with 721,799 reactions and 888 catalyst types from USPTO. Reactant: [C:1]([O:4][CH2:5][C:6]1[C:11]([N:12]2[CH2:24][CH2:23][N:15]3[C:16]4[CH2:17][CH2:18][CH2:19][CH2:20][C:21]=4[CH:22]=[C:14]3[C:13]2=[O:25])=[CH:10][C:9]([F:26])=[CH:8][C:7]=1N1CCN2C3CCCCC=3C=C2C1=O)(=[O:3])[CH3:2].Br[C:42]1[CH:43]=[C:44]([NH:50][C:51]2[CH:55]=[C:54]([CH2:56][O:57][CH3:58])[N:53]([CH3:59])[N:52]=2)[C:45](=[O:49])[N:46]([CH3:48])[CH:47]=1.C([O-])([O-])=O.[Na+].[Na+]. Product: [C:1]([O:4][CH2:5][C:6]1[C:11]([N:12]2[CH2:24][CH2:23][N:15]3[C:20]4[CH2:19][CH2:18][CH2:17][CH2:16][C:21]=4[CH:22]=[C:14]3[C:13]2=[O:25])=[CH:10][C:9]([F:26])=[CH:8][C:7]=1[C:42]1[CH:43]=[C:44]([NH:50][C:51]2[CH:55]=[C:54]([CH2:56][O:57][CH3:58])[N:53]([CH3:59])[N:52]=2)[C:45](=[O:49])[N:46]([CH3:48])[CH:47]=1)(=[O:3])[CH3:2]. The catalyst class is: 151.